Task: Predict the product of the given reaction.. Dataset: Forward reaction prediction with 1.9M reactions from USPTO patents (1976-2016) (1) Given the reactants [C:1](=O)([O-])O.[K+].IC.[F:8][C:9]1[CH:10]=[C:11]([CH:33]=[CH:34][C:35]=1[F:36])[CH2:12][O:13][CH2:14][CH2:15][CH2:16][CH2:17][CH2:18][CH2:19][CH2:20][C:21]([NH:23][C@@H:24]([CH2:29][N:30]([CH3:32])[CH3:31])[CH2:25][C:26]([OH:28])=[O:27])=[O:22], predict the reaction product. The product is: [F:8][C:9]1[CH:10]=[C:11]([CH:33]=[CH:34][C:35]=1[F:36])[CH2:12][O:13][CH2:14][CH2:15][CH2:16][CH2:17][CH2:18][CH2:19][CH2:20][C:21]([NH:23][C@@H:24]([CH2:29][N+:30]([CH3:1])([CH3:32])[CH3:31])[CH2:25][C:26]([O-:28])=[O:27])=[O:22]. (2) Given the reactants Br[CH2:2][C:3]([C:5]1[CH:10]=[CH:9][C:8]([O:11][CH3:12])=[CH:7][CH:6]=1)=O.[C:13]([CH2:15][C:16]([NH2:18])=[S:17])#[N:14], predict the reaction product. The product is: [CH3:12][O:11][C:8]1[CH:9]=[CH:10][C:5]([C:3]2[N:18]=[C:16]([CH2:15][C:13]#[N:14])[S:17][CH:2]=2)=[CH:6][CH:7]=1.